Dataset: Reaction yield outcomes from USPTO patents with 853,638 reactions. Task: Predict the reaction yield, written as a fraction of the theoretical maximum amount of product (1.0 means a 100% yield; for example, 0.34 means a 34% yield). (1) The reactants are [Cl:1][C:2]1[CH:7]=[CH:6][C:5]([C@H:8]([NH2:12])[CH2:9][CH2:10][NH2:11])=[CH:4][CH:3]=1.[C:13](=S)=[S:14].N(CCO)(CCO)CCO.[S]. The catalyst is O. The product is [Cl:1][C:2]1[CH:3]=[CH:4][C:5]([C@H:8]2[CH2:9][CH2:10][NH:11][C:13](=[S:14])[NH:12]2)=[CH:6][CH:7]=1. The yield is 0.450. (2) The reactants are Cl.[Cl:2][C:3]1[CH:4]=[C:5]([C@H:10]2[C@H:15]([N:16]([CH3:31])[C:17](=[O:30])[C:18]3[CH:23]=[CH:22][C:21]([N:24]4[CH2:29][CH2:28][O:27][CH2:26][CH2:25]4)=[CH:20][CH:19]=3)[CH2:14][CH2:13][N:12]([C:32]([CH:34]3[CH2:39][CH2:38][NH:37][CH2:36][CH2:35]3)=[O:33])[CH2:11]2)[CH:6]=[CH:7][C:8]=1[Cl:9].[OH:40][C:41]1([C:44](O)=[O:45])[CH2:43][CH2:42]1.CCN=C=NCCCN(C)C.Cl.C1C=CC2N(O)N=NC=2C=1. The catalyst is C(#N)C.O.C(N(CC)CC)C. The product is [Cl:2][C:3]1[CH:4]=[C:5]([C@H:10]2[C@H:15]([N:16]([CH3:31])[C:17](=[O:30])[C:18]3[CH:19]=[CH:20][C:21]([N:24]4[CH2:29][CH2:28][O:27][CH2:26][CH2:25]4)=[CH:22][CH:23]=3)[CH2:14][CH2:13][N:12]([C:32]([CH:34]3[CH2:39][CH2:38][N:37]([C:44]([C:41]4([OH:40])[CH2:43][CH2:42]4)=[O:45])[CH2:36][CH2:35]3)=[O:33])[CH2:11]2)[CH:6]=[CH:7][C:8]=1[Cl:9]. The yield is 0.550.